Dataset: Full USPTO retrosynthesis dataset with 1.9M reactions from patents (1976-2016). Task: Predict the reactants needed to synthesize the given product. Given the product [C:3]([O:7][C:8]([N:10]1[CH2:15][CH2:14][C@@:13]([C:16]2[CH:17]=[CH:18][C:19]([CH2:22][O:23][CH2:24][CH2:25][O:26][CH3:27])=[CH:20][CH:21]=2)([O:28][CH2:52][CH:49]2[CH2:50][CH2:51][O:46][CH2:47][CH2:48]2)[C@@H:12]([O:29][CH2:30][C:31]2[CH:32]=[CH:33][C:34]3[O:39][CH2:38][CH2:37][N:36]([CH2:40][CH2:41][CH2:42][O:43][CH3:44])[C:35]=3[CH:45]=2)[CH2:11]1)=[O:9])([CH3:5])([CH3:6])[CH3:4], predict the reactants needed to synthesize it. The reactants are: [H-].[Na+].[C:3]([O:7][C:8]([N:10]1[CH2:15][CH2:14][C@:13]([OH:28])([C:16]2[CH:21]=[CH:20][C:19]([CH2:22][O:23][CH2:24][CH2:25][O:26][CH3:27])=[CH:18][CH:17]=2)[C@@H:12]([O:29][CH2:30][C:31]2[CH:32]=[CH:33][C:34]3[O:39][CH2:38][CH2:37][N:36]([CH2:40][CH2:41][CH2:42][O:43][CH3:44])[C:35]=3[CH:45]=2)[CH2:11]1)=[O:9])([CH3:6])([CH3:5])[CH3:4].[O:46]1[CH2:51][CH2:50][CH:49]([CH2:52]OS(C2C=CC(C)=CC=2)(=O)=O)[CH2:48][CH2:47]1.